This data is from Catalyst prediction with 721,799 reactions and 888 catalyst types from USPTO. The task is: Predict which catalyst facilitates the given reaction. (1) Reactant: [F:1][C:2]([F:15])([F:14])[CH2:3][O:4][C:5]1[CH:13]=[CH:12][C:8]([C:9]([OH:11])=O)=[CH:7][N:6]=1.CCN=C=NCCCN(C)C.Cl.C1C=CC2N(O)N=NC=2C=1.O.[NH2:39][CH2:40][CH2:41][NH:42][C:43](=[O:49])[O:44][C:45]([CH3:48])([CH3:47])[CH3:46]. Product: [F:14][C:2]([F:1])([F:15])[CH2:3][O:4][C:5]1[CH:13]=[CH:12][C:8]([C:9]([NH:39][CH2:40][CH2:41][NH:42][C:43](=[O:49])[O:44][C:45]([CH3:47])([CH3:46])[CH3:48])=[O:11])=[CH:7][N:6]=1. The catalyst class is: 31. (2) Reactant: C(O[C:4]([C:6]1[CH:10]=[C:9]([C:11]2[CH:16]=[CH:15][N:14]=[C:13]([Cl:17])[CH:12]=2)[NH:8][C:7]=1[NH2:18])=[O:5])C.CCO[C:22]([C:24]([NH2:26])=O)=O.Cl.CC[O-].[Na+].C(=O)(O)[O-].[Na+]. Product: [Cl:17][C:13]1[CH:12]=[C:11]([C:9]2[NH:8][C:7]3[N:18]=[C:24]([CH3:22])[NH:26][C:4](=[O:5])[C:6]=3[CH:10]=2)[CH:16]=[CH:15][N:14]=1. The catalyst class is: 44. (3) Reactant: C1(P(C2CCCCC2)C2C=CC=CC=2C2C(C(C)C)=CC(C(C)C)=CC=2C(C)C)CCCCC1.[O:35]1[CH2:40][CH2:39][N:38]([C:41]2[CH:42]=[C:43]([NH2:47])[CH:44]=[N:45][CH:46]=2)[CH2:37][CH2:36]1.Cl[C:49]1[C:58]2[C:53](=[CH:54][C:55]([F:60])=[CH:56][C:57]=2[F:59])[N:52]=[C:51]([C:61]2[CH:62]=[CH:63][C:64]([N:67]3[CH2:72][CH2:71][O:70][CH2:69][CH2:68]3)=[N:65][CH:66]=2)[C:50]=1[CH3:73].CC(C)([O-])C.[Na+]. Product: [F:59][C:57]1[CH:56]=[C:55]([F:60])[CH:54]=[C:53]2[C:58]=1[C:49]([NH:47][C:43]1[CH:44]=[N:45][CH:46]=[C:41]([N:38]3[CH2:39][CH2:40][O:35][CH2:36][CH2:37]3)[CH:42]=1)=[C:50]([CH3:73])[C:51]([C:61]1[CH:66]=[N:65][C:64]([N:67]3[CH2:72][CH2:71][O:70][CH2:69][CH2:68]3)=[CH:63][CH:62]=1)=[N:52]2. The catalyst class is: 101. (4) Reactant: Cl[C:2]1[C:7]2=[N:8][N:9]([C:18]3[CH:23]=[CH:22][C:21]([Cl:24])=[CH:20][C:19]=3[Cl:25])[C:10]([C:11]3[CH:16]=[CH:15][C:14]([Cl:17])=[CH:13][CH:12]=3)=[C:6]2[CH:5]=[CH:4][N:3]=1.[CH2:26]([NH:28][C:29]1([C:35]([NH2:37])=[O:36])[CH2:34][CH2:33][NH:32][CH2:31][CH2:30]1)[CH3:27].C(N(CC)CC)C. Product: [Cl:17][C:14]1[CH:13]=[CH:12][C:11]([C:10]2[N:9]([C:18]3[CH:23]=[CH:22][C:21]([Cl:24])=[CH:20][C:19]=3[Cl:25])[N:8]=[C:7]3[C:6]=2[CH:5]=[CH:4][N:3]=[C:2]3[N:32]2[CH2:31][CH2:30][C:29]([NH:28][CH2:26][CH3:27])([C:35]([NH2:37])=[O:36])[CH2:34][CH2:33]2)=[CH:16][CH:15]=1. The catalyst class is: 8. (5) Reactant: FC(F)(F)S(O[CH2:7][C:8]([F:17])([F:16])[C:9]1[CH:14]=[CH:13][C:12]([CH3:15])=[CH:11][CH:10]=1)(=O)=O.[NH:20]1[CH2:25][CH2:24][CH:23]([NH:26][C:27](=[O:33])[O:28][C:29]([CH3:32])([CH3:31])[CH3:30])[CH2:22][CH2:21]1.CCN(C(C)C)C(C)C. Product: [F:16][C:8]([F:17])([C:9]1[CH:14]=[CH:13][C:12]([CH3:15])=[CH:11][CH:10]=1)[CH2:7][N:20]1[CH2:21][CH2:22][CH:23]([NH:26][C:27](=[O:33])[O:28][C:29]([CH3:31])([CH3:30])[CH3:32])[CH2:24][CH2:25]1. The catalyst class is: 2. (6) Reactant: [Cl:1][C:2]1[N:7]=[C:6](Cl)[CH:5]=[C:4]([CH3:9])[N:3]=1.C(N(CC)CC)C.[NH2:17][CH2:18][CH:19]1[CH2:24][CH2:23][N:22]([C:25]([O:27][CH2:28][C:29]2[CH:34]=[CH:33][CH:32]=[CH:31][CH:30]=2)=[O:26])[CH2:21][CH2:20]1. Product: [CH2:28]([O:27][C:25]([N:22]1[CH2:23][CH2:24][CH:19]([CH2:18][NH:17][C:6]2[CH:5]=[C:4]([CH3:9])[N:3]=[C:2]([Cl:1])[N:7]=2)[CH2:20][CH2:21]1)=[O:26])[C:29]1[CH:34]=[CH:33][CH:32]=[CH:31][CH:30]=1. The catalyst class is: 39. (7) Reactant: [OH:1][NH2:2].C([O:5][C:6](=O)[CH2:7][CH2:8][CH2:9][CH2:10][CH2:11][CH2:12][N:13]([C:20]1[CH:25]=[CH:24][C:23]([C:26]2[CH:31]=[CH:30][C:29]([F:32])=[CH:28][CH:27]=2)=[CH:22][N:21]=1)[C:14]1[CH:19]=[CH:18][CH:17]=[CH:16][N:15]=1)C. Product: [F:32][C:29]1[CH:28]=[CH:27][C:26]([C:23]2[CH:24]=[CH:25][C:20]([N:13]([C:14]3[CH:19]=[CH:18][CH:17]=[CH:16][N:15]=3)[CH2:12][CH2:11][CH2:10][CH2:9][CH2:8][CH2:7][C:6]([NH:2][OH:1])=[O:5])=[N:21][CH:22]=2)=[CH:31][CH:30]=1. The catalyst class is: 121.